This data is from Full USPTO retrosynthesis dataset with 1.9M reactions from patents (1976-2016). The task is: Predict the reactants needed to synthesize the given product. (1) Given the product [F:1][C:2]1[CH:3]=[CH:4][C:5]([CH2:8][C:9]2[C:10]([N:16]3[CH2:22][C:21]4[CH:23]=[C:24]([C:27]5[N:32]=[C:31]6[S:33][C:34]([NH2:36])=[N:35][C:30]6=[CH:29][CH:28]=5)[CH:25]=[CH:26][C:20]=4[O:19][CH2:18][CH2:17]3)=[N:11][CH:12]=[N:13][C:14]=2[CH3:15])=[CH:6][CH:7]=1, predict the reactants needed to synthesize it. The reactants are: [F:1][C:2]1[CH:7]=[CH:6][C:5]([CH2:8][C:9]2[C:10]([N:16]3[CH2:22][C:21]4[CH:23]=[C:24]([C:27]5[N:32]=[C:31]6[S:33][C:34]([NH:36]C(=O)C7C=CC=CC=7)=[N:35][C:30]6=[CH:29][CH:28]=5)[CH:25]=[CH:26][C:20]=4[O:19][CH2:18][CH2:17]3)=[N:11][CH:12]=[N:13][C:14]=2[CH3:15])=[CH:4][CH:3]=1.[OH-].[Na+]. (2) Given the product [CH2:1]([O:8][C:9]1[C:18]([O:19][CH3:20])=[CH:17][CH:16]=[C:15]2[C:10]=1[CH2:11][CH2:12][N:13]1[CH2:24][CH:23]([C:25]3[CH:26]=[C:27]([CH3:31])[CH:28]=[CH:29][CH:30]=3)[C:22](=[N:39][OH:42])[CH2:21][CH:14]12)[C:2]1[CH:7]=[CH:6][CH:5]=[CH:4][CH:3]=1, predict the reactants needed to synthesize it. The reactants are: [CH2:1]([O:8][C:9]1[C:18]([O:19][CH3:20])=[CH:17][CH:16]=[C:15]2[C:10]=1[CH2:11][CH2:12][N:13]1[CH2:24][CH:23]([C:25]3[CH:26]=[C:27]([CH3:31])[CH:28]=[CH:29][CH:30]=3)[C:22](=O)[CH2:21][CH:14]12)[C:2]1[CH:7]=[CH:6][CH:5]=[CH:4][CH:3]=1.CO.C([O-])(=O)C.[NH4+:39].Cl.N[OH:42]. (3) The reactants are: Br[C:2]1[S:3][C:4]([C:7]2[CH:12]=[CH:11][C:10]([O:13][CH:14]([CH3:16])[CH3:15])=[C:9]([Cl:17])[CH:8]=2)=[N:5][N:6]=1.[N:18]1[NH:19][CH:20]=[C:21]2[C:26]=1[CH2:25][CH2:24][N:23]([C:27]([O:29][C:30]([CH3:33])([CH3:32])[CH3:31])=[O:28])[CH2:22]2.C([O-])([O-])=O.[Cs+].[Cs+]. Given the product [Cl:17][C:9]1[CH:8]=[C:7]([C:4]2[S:3][C:2]([N:18]3[CH:26]4[CH:21]([CH2:22][N:23]([C:27]([O:29][C:30]([CH3:33])([CH3:32])[CH3:31])=[O:28])[CH2:24][CH2:25]4)[CH:20]=[N:19]3)=[N:6][N:5]=2)[CH:12]=[CH:11][C:10]=1[O:13][CH:14]([CH3:16])[CH3:15].[Cl:17][C:9]1[CH:8]=[C:7]([C:4]2[S:3][C:2]([N:19]3[CH:20]=[C:21]4[CH2:22][N:23]([C:27]([O:29][C:30]([CH3:32])([CH3:31])[CH3:33])=[O:28])[CH2:24][CH2:25][C:26]4=[N:18]3)=[N:6][N:5]=2)[CH:12]=[CH:11][C:10]=1[O:13][CH:14]([CH3:16])[CH3:15], predict the reactants needed to synthesize it. (4) Given the product [CH2:1]([O:3][C:4]([C:6]1[S:10][C:9]([CH3:11])=[N:8][C:7]=1[O:12][S:22]([C:21]([F:34])([F:33])[F:20])(=[O:24])=[O:23])=[O:5])[CH3:2], predict the reactants needed to synthesize it. The reactants are: [CH2:1]([O:3][C:4]([C:6]1[S:10][C:9]([CH3:11])=[N:8][C:7]=1[OH:12])=[O:5])[CH3:2].C(N(CC)CC)C.[F:20][C:21]([F:34])([F:33])[S:22](O[S:22]([C:21]([F:34])([F:33])[F:20])(=[O:24])=[O:23])(=[O:24])=[O:23]. (5) Given the product [CH3:1][C:2]([CH3:24])([CH3:23])[CH2:3][CH2:4][C@:5]1([CH3:22])[C:14]2[C:9](=[CH:10][CH:11]=[CH:12][CH:13]=2)[C:8]([OH:15])=[CH:7][C:6]1=[O:21], predict the reactants needed to synthesize it. The reactants are: [CH3:1][C:2]([CH3:24])([CH3:23])[CH2:3][CH2:4][C@:5]1([CH3:22])[C:14]2[C:9](=[CH:10][CH:11]=[CH:12][CH:13]=2)[C:8]([OH:15])=[C:7](C(OCC)=O)[C:6]1=[O:21].Cl. (6) Given the product [CH:17]1([C:3]2[C:2]([B:20]3[O:24][C:23]([CH3:26])([CH3:25])[C:22]([CH3:28])([CH3:27])[O:21]3)=[CH:6][N:5]([S:7]([C:10]3[CH:15]=[CH:14][C:13]([CH3:16])=[CH:12][CH:11]=3)(=[O:9])=[O:8])[N:4]=2)[CH2:19][CH2:18]1, predict the reactants needed to synthesize it. The reactants are: Br[C:2]1[C:3]([CH:17]2[CH2:19][CH2:18]2)=[N:4][N:5]([S:7]([C:10]2[CH:15]=[CH:14][C:13]([CH3:16])=[CH:12][CH:11]=2)(=[O:9])=[O:8])[CH:6]=1.[B:20]1([B:20]2[O:24][C:23]([CH3:26])([CH3:25])[C:22]([CH3:28])([CH3:27])[O:21]2)[O:24][C:23]([CH3:26])([CH3:25])[C:22]([CH3:28])([CH3:27])[O:21]1.C([O-])(=O)C.[K+].